Dataset: Full USPTO retrosynthesis dataset with 1.9M reactions from patents (1976-2016). Task: Predict the reactants needed to synthesize the given product. (1) Given the product [CH:17]1([CH2:16][O:15][C:12]2[CH:11]=[CH:10][CH:9]=[C:8]3[C:13]=2[CH:14]=[C:6]([C:4]([OH:5])=[O:3])[NH:7]3)[CH2:18][CH2:19][CH2:20][CH2:21]1, predict the reactants needed to synthesize it. The reactants are: C([O:3][C:4]([C:6]1[NH:7][C:8]2[C:13]([CH:14]=1)=[C:12]([O:15][CH2:16][CH:17]1[CH2:21][CH2:20][CH2:19][CH2:18]1)[CH:11]=[CH:10][CH:9]=2)=[O:5])C.[OH-].[K+].CCO. (2) Given the product [Cl:29][C:4]1[N:3]=[C:2]([OH:32])[N:10]=[C:9]2[C:5]=1[N:6]=[CH:7][N:8]2[C@@H:11]1[O:23][C@H:22]([CH2:24][O:25][C:26](=[O:28])[CH3:27])[C@@H:17]([O:18][C:19](=[O:21])[CH3:20])[C@H:12]1[O:13][C:14](=[O:16])[CH3:15], predict the reactants needed to synthesize it. The reactants are: N[C:2]1[N:10]=[C:9]2[C:5]([N:6]=[CH:7][N:8]2[C@@H:11]2[O:23][C@H:22]([CH2:24][O:25][C:26](=[O:28])[CH3:27])[C@@H:17]([O:18][C:19](=[O:21])[CH3:20])[C@H:12]2[O:13][C:14](=[O:16])[CH3:15])=[C:4]([Cl:29])[N:3]=1.O.N(OC(C)(C)C)=[O:32]. (3) Given the product [CH:1]1([C:7]([OH:9])=[O:8])[CH2:6][CH2:5][CH2:4][CH2:3][CH2:2]1, predict the reactants needed to synthesize it. The reactants are: [CH:1]1([C:7]([O-:9])=[O:8])[CH2:6][CH2:5][CH2:4][CH2:3][CH2:2]1.[OH-].[Li+].Cl.